This data is from Reaction yield outcomes from USPTO patents with 853,638 reactions. The task is: Predict the reaction yield, written as a fraction of the theoretical maximum amount of product (1.0 means a 100% yield; for example, 0.34 means a 34% yield). (1) The reactants are [NH2:1][C:2]1[CH:3]=[CH:4][C:5]([CH3:24])=[C:6]([CH:23]=1)[O:7][C:8]1[CH:9]=[CH:10][C:11]2[N:12]([CH:14]=[C:15]([NH:17][C:18]([CH:20]3[CH2:22][CH2:21]3)=[O:19])[N:16]=2)[N:13]=1.[C:25]([C:27]1([C:30]2[CH:31]=[C:32]([CH:36]=[CH:37][CH:38]=2)[C:33](O)=[O:34])[CH2:29][CH2:28]1)#[N:26].Cl.CN(C)CCCN=C=NCC.ON1C2C=CC=CC=2N=N1. The catalyst is CN(C)C=O. The product is [C:25]([C:27]1([C:30]2[CH:31]=[C:32]([CH:36]=[CH:37][CH:38]=2)[C:33]([NH:1][C:2]2[CH:3]=[CH:4][C:5]([CH3:24])=[C:6]([O:7][C:8]3[CH:9]=[CH:10][C:11]4[N:12]([CH:14]=[C:15]([NH:17][C:18]([CH:20]5[CH2:22][CH2:21]5)=[O:19])[N:16]=4)[N:13]=3)[CH:23]=2)=[O:34])[CH2:28][CH2:29]1)#[N:26]. The yield is 0.750. (2) The reactants are Br[C:2]1[CH:7]=[C:6]([O:8][CH3:9])[CH:5]=[CH:4][C:3]=1[Cl:10].[CH:11]([Mg]Cl)([CH3:13])[CH3:12].[S:16](Cl)(Cl)(=[S:18])=O.[NH4+].[Cl-:22]. The catalyst is C1COCC1.[Cl-].[Zn+2].[Cl-]. The product is [Cl:10][C:3]1[CH:4]=[CH:5][C:6]([O:8][CH3:9])=[CH:7][C:2]=1[S:16][S:18][C:11]1[CH:13]=[C:6]([O:8][CH3:9])[CH:5]=[CH:4][C:12]=1[Cl:22]. The yield is 0.219. (3) The reactants are [CH3:1][O:2][C:3]([C:5]1[CH:13]=[C:12]2[C:8]([C:9]([C:16]([OH:18])=O)=[CH:10][N:11]2[CH2:14][CH3:15])=[CH:7][CH:6]=1)=[O:4].C(Cl)Cl.C(Cl)(=O)C(Cl)=O.[NH4+:28].[OH-]. The catalyst is CN(C=O)C. The product is [CH3:1][O:2][C:3]([C:5]1[CH:13]=[C:12]2[C:8]([C:9]([C:16]([NH2:28])=[O:18])=[CH:10][N:11]2[CH2:14][CH3:15])=[CH:7][CH:6]=1)=[O:4]. The yield is 0.850. (4) The product is [N:1]1[C:10]2[C:5](=[CH:6][CH:7]=[CH:8][CH:9]=2)[CH:4]=[CH:3][C:2]=1[N:11]1[CH2:12][CH2:13][CH:14]([O:17][C:18]2[C:19]([N:24]3[CH2:29][CH2:28][C:27](=[O:30])[CH2:26][CH2:25]3)=[N:20][CH:21]=[CH:22][N:23]=2)[CH2:15][CH2:16]1. The reactants are [N:1]1[C:10]2[C:5](=[CH:6][CH:7]=[CH:8][CH:9]=2)[CH:4]=[CH:3][C:2]=1[N:11]1[CH2:16][CH2:15][CH:14]([O:17][C:18]2[C:19]([N:24]3[CH2:29][CH2:28][CH:27]([OH:30])[CH2:26][CH2:25]3)=[N:20][CH:21]=[CH:22][N:23]=2)[CH2:13][CH2:12]1.CC(OI1(OC(C)=O)(OC(C)=O)OC(=O)C2C=CC=CC1=2)=O. The catalyst is C(Cl)Cl. The yield is 0.830.